This data is from NCI-60 drug combinations with 297,098 pairs across 59 cell lines. The task is: Regression. Given two drug SMILES strings and cell line genomic features, predict the synergy score measuring deviation from expected non-interaction effect. (1) Drug 1: CC1=CC2C(CCC3(C2CCC3(C(=O)C)OC(=O)C)C)C4(C1=CC(=O)CC4)C. Drug 2: CC1CCC2CC(C(=CC=CC=CC(CC(C(=O)C(C(C(=CC(C(=O)CC(OC(=O)C3CCCCN3C(=O)C(=O)C1(O2)O)C(C)CC4CCC(C(C4)OC)O)C)C)O)OC)C)C)C)OC. Cell line: SF-268. Synergy scores: CSS=18.6, Synergy_ZIP=2.24, Synergy_Bliss=-0.909, Synergy_Loewe=-22.4, Synergy_HSA=-4.76. (2) Drug 1: C1CCC(CC1)NC(=O)N(CCCl)N=O. Drug 2: CCC1(CC2CC(C3=C(CCN(C2)C1)C4=CC=CC=C4N3)(C5=C(C=C6C(=C5)C78CCN9C7C(C=CC9)(C(C(C8N6C=O)(C(=O)OC)O)OC(=O)C)CC)OC)C(=O)OC)O.OS(=O)(=O)O. Cell line: NCI-H460. Synergy scores: CSS=17.3, Synergy_ZIP=-3.00, Synergy_Bliss=9.69, Synergy_Loewe=3.47, Synergy_HSA=4.90. (3) Drug 1: C1=CC(=CC=C1CCCC(=O)O)N(CCCl)CCCl. Drug 2: CS(=O)(=O)OCCCCOS(=O)(=O)C. Cell line: K-562. Synergy scores: CSS=6.52, Synergy_ZIP=-8.93, Synergy_Bliss=-6.29, Synergy_Loewe=-11.6, Synergy_HSA=-7.76. (4) Drug 1: C(CCl)NC(=O)N(CCCl)N=O. Drug 2: N.N.Cl[Pt+2]Cl. Synergy scores: CSS=52.7, Synergy_ZIP=-1.35, Synergy_Bliss=0.381, Synergy_Loewe=4.93, Synergy_HSA=5.37. Cell line: RPMI-8226. (5) Drug 1: CC12CCC3C(C1CCC2=O)CC(=C)C4=CC(=O)C=CC34C. Drug 2: C1=CC(=CC=C1CCC2=CNC3=C2C(=O)NC(=N3)N)C(=O)NC(CCC(=O)O)C(=O)O. Cell line: SK-MEL-2. Synergy scores: CSS=15.9, Synergy_ZIP=-2.35, Synergy_Bliss=-5.46, Synergy_Loewe=-6.42, Synergy_HSA=-3.38. (6) Drug 1: C1C(C(OC1N2C=C(C(=O)NC2=O)F)CO)O. Drug 2: CC1=C(C(=CC=C1)Cl)NC(=O)C2=CN=C(S2)NC3=CC(=NC(=N3)C)N4CCN(CC4)CCO. Cell line: COLO 205. Synergy scores: CSS=36.8, Synergy_ZIP=1.36, Synergy_Bliss=1.87, Synergy_Loewe=-8.66, Synergy_HSA=2.30. (7) Drug 1: CC(C1=C(C=CC(=C1Cl)F)Cl)OC2=C(N=CC(=C2)C3=CN(N=C3)C4CCNCC4)N. Drug 2: CN(C)N=NC1=C(NC=N1)C(=O)N. Cell line: MDA-MB-231. Synergy scores: CSS=9.08, Synergy_ZIP=-1.53, Synergy_Bliss=2.41, Synergy_Loewe=-10.8, Synergy_HSA=-0.513.